From a dataset of Reaction yield outcomes from USPTO patents with 853,638 reactions. Predict the reaction yield, written as a fraction of the theoretical maximum amount of product (1.0 means a 100% yield; for example, 0.34 means a 34% yield). (1) The product is [OH:2][C:3]1[C:8]([C:9]2[CH:18]=[CH:17][C:16]([N+:19]([O-:21])=[O:20])=[CH:15][C:10]=2[C:11]([O:13][CH3:14])=[O:12])=[CH:7][CH:6]=[CH:5][N:4]=1. The reactants are C[O:2][C:3]1[C:8]([C:9]2[CH:18]=[CH:17][C:16]([N+:19]([O-:21])=[O:20])=[CH:15][C:10]=2[C:11]([O:13][CH3:14])=[O:12])=[CH:7][CH:6]=[CH:5][N:4]=1.B(Br)(Br)Br.C(OCC)(=O)C. The yield is 0.540. The catalyst is ClCCl. (2) The reactants are [NH2:1][C:2]1[N:7]=[C:6]([N:8]2[CH2:13][CH2:12][CH2:11][C@H:10]([C:14]([OH:16])=[O:15])[CH2:9]2)[CH:5]=[C:4](Cl)[N:3]=1.[C:18]([C:20]1[CH:25]=[CH:24][C:23](B(O)O)=[CH:22][C:21]=1[F:29])#[N:19].C([O-])(O)=O.[Na+]. The catalyst is O1CCOCC1.O.C1C=CC([P]([Pd]([P](C2C=CC=CC=2)(C2C=CC=CC=2)C2C=CC=CC=2)([P](C2C=CC=CC=2)(C2C=CC=CC=2)C2C=CC=CC=2)[P](C2C=CC=CC=2)(C2C=CC=CC=2)C2C=CC=CC=2)(C2C=CC=CC=2)C2C=CC=CC=2)=CC=1. The product is [NH2:1][C:2]1[N:7]=[C:6]([N:8]2[CH2:13][CH2:12][CH2:11][C@H:10]([C:14]([OH:16])=[O:15])[CH2:9]2)[CH:5]=[C:4]([C:23]2[CH:24]=[CH:25][C:20]([C:18]#[N:19])=[C:21]([F:29])[CH:22]=2)[N:3]=1. The yield is 0.500. (3) The reactants are [Cl:1][C:2]1[CH:7]=[CH:6][C:5]([C:8]2[N:13]=[C:12]3[CH2:14][CH2:15][CH2:16][C:11]3=[C:10]([NH:17][C:18]3[CH:23]=[CH:22][C:21]([CH2:24][C:25](OCC)=[O:26])=[CH:20][CH:19]=3)[CH:9]=2)=[CH:4][CH:3]=1.NC1C=CC(CCO)=CC=1. No catalyst specified. The product is [ClH:1].[Cl:1][C:2]1[CH:3]=[CH:4][C:5]([C:8]2[N:13]=[C:12]3[CH2:14][CH2:15][CH2:16][C:11]3=[C:10]([NH:17][C:18]3[CH:19]=[CH:20][C:21]([CH2:24][CH2:25][OH:26])=[CH:22][CH:23]=3)[CH:9]=2)=[CH:6][CH:7]=1. The yield is 0.300. (4) The reactants are [Cl:1][C:2]1[CH:7]=[CH:6][CH:5]=[C:4]([F:8])[C:3]=1[CH2:9][CH2:10][NH:11][C:12]1[N:17]=[C:16]([O:18][CH3:19])[N:15]=[C:14]([C:20]2[CH:21]=[C:22]([CH2:26][OH:27])[CH:23]=[CH:24][CH:25]=2)[CH:13]=1.Br[CH2:29][C:30]([OH:32])=[O:31].[H-].[Na+]. The catalyst is CN(C=O)C. The product is [Cl:1][C:2]1[CH:7]=[CH:6][CH:5]=[C:4]([F:8])[C:3]=1[CH2:9][CH2:10][NH:11][C:12]1[N:17]=[C:16]([O:18][CH3:19])[N:15]=[C:14]([C:20]2[CH:21]=[C:22]([CH:23]=[CH:24][CH:25]=2)[CH2:26][O:27][CH2:29][C:30]([OH:32])=[O:31])[CH:13]=1. The yield is 0.530. (5) The reactants are [CH3:1][O:2][C:3]([C:5]1[CH:6]=[C:7]([CH:11]=[C:12]([I:14])[CH:13]=1)[C:8](O)=[O:9])=[O:4].[NH3:15]. The catalyst is S(Cl)(Cl)=O. The product is [CH3:1][O:2][C:3]([C:5]1[CH:6]=[C:7]([CH:11]=[C:12]([I:14])[CH:13]=1)[C:8]([NH2:15])=[O:9])=[O:4]. The yield is 0.820. (6) The reactants are C(O[C:6]([N:8](C)[C@@H:9]([C:31]([CH3:39])([C:33]1[CH:38]=[CH:37][CH:36]=[CH:35][CH:34]=1)[CH3:32])[CH2:10][NH:11][C@H:12]([C:17]([N:19]([CH3:30])[C@@H:20]([CH:27]([CH3:29])[CH3:28])/[CH:21]=[C:22](\[CH3:26])/[C:23]([OH:25])=[O:24])=[O:18])[C:13]([CH3:16])([CH3:15])[CH3:14])=O)(C)(C)C.Cl. The catalyst is ClCCl. The product is [CH3:26]/[C:22](=[CH:21]\[C@@H:20]([N:19]([CH3:30])[C:17](=[O:18])[C@H:12]([C:13]([CH3:16])([CH3:15])[CH3:14])[NH:11][CH2:10][C@@H:9]([NH:8][CH3:6])[C:31]([CH3:32])([C:33]1[CH:38]=[CH:37][CH:36]=[CH:35][CH:34]=1)[CH3:39])[CH:27]([CH3:29])[CH3:28])/[C:23]([OH:25])=[O:24]. The yield is 0.870. (7) The reactants are [F:1][C:2]1[CH:3]=[C:4]([CH:8]=[CH:9][N:10]=1)[C:5]([OH:7])=[O:6].IC1C=C2C(=CC=1)N=C(C(O[C:25]1[CH:30]=[CH:29][C:28]([N+:31]([O-:33])=[O:32])=[CH:27][CH:26]=1)=O)C=N2. No catalyst specified. The product is [F:1][C:2]1[CH:3]=[C:4]([CH:8]=[CH:9][N:10]=1)[C:5]([O:7][C:25]1[CH:30]=[CH:29][C:28]([N+:31]([O-:33])=[O:32])=[CH:27][CH:26]=1)=[O:6]. The yield is 0.610. (8) The reactants are [Cl:1][C:2]1[C:7](Cl)=[N:6][CH:5]=[CH:4][N:3]=1.[NH2:9][NH2:10]. The catalyst is N1C=CC=CC=1. The product is [Cl:1][C:2]1[C:7]([NH:9][NH2:10])=[N:6][CH:5]=[CH:4][N:3]=1. The yield is 0.880. (9) The reactants are [NH2:1][C:2]1[CH:6]=[CH:5][O:4][C:3]=1[C:7]([O:9][CH3:10])=[O:8].ClS([N:15]=[C:16]=[O:17])(=O)=O.[C:18]([O-])(O)=O.[Na+]. The catalyst is ClCCl. The product is [NH:1]([C:2]1[CH:6]=[CH:5][O:4][C:3]=1[C:7]([O:9][CH2:10][CH3:18])=[O:8])[C:16]([NH2:15])=[O:17]. The yield is 0.920. (10) The product is [CH2:60]([O:67][C:68]([NH:50][C:12]1[N:13]=[C:14]([C:22]2[CH:27]=[CH:26][C:25]([S:28][C:29]([CH3:33])([CH3:34])[C:30]([O:32][C:74]([CH3:80])([CH3:79])[CH3:75])=[O:31])=[CH:24][CH:23]=2)[N:15]([CH2:17][CH2:18][CH2:19][CH2:20][CH3:21])[CH:16]=1)=[O:71])[C:61]1[CH:66]=[CH:65][CH:64]=[CH:63][CH:62]=1. The yield is 0.420. No catalyst specified. The reactants are CC1C=C(C)C=CC=1NC([C:12]1[N:13]=[C:14]([C:22]2[CH:27]=[CH:26][C:25]([S:28][C:29]([CH3:34])([CH3:33])[C:30]([O-:32])=[O:31])=[CH:24][CH:23]=2)[N:15]([CH2:17][CH2:18][CH2:19][CH2:20][CH3:21])[CH:16]=1)=O.[Na+].C1(P([N:50]=[N+]=[N-])(C2C=CC=CC=2)=O)C=CC=CC=1.C(N(CC)CC)C.[CH2:60]([OH:67])[C:61]1[CH:66]=[CH:65][CH:64]=[CH:63][CH:62]=1.[C:68](=[O:71])([O-])[O-].[Na+].[Na+].[C:74]1([CH3:80])[CH:79]=CC=C[CH:75]=1.